From a dataset of Full USPTO retrosynthesis dataset with 1.9M reactions from patents (1976-2016). Predict the reactants needed to synthesize the given product. (1) Given the product [C:24]([C:21]1[CH:22]=[CH:23][C:18]([PH:17][C:14]2[CH:13]=[CH:12][C:11]([C:7]([CH3:10])([CH3:9])[CH3:8])=[CH:16][CH:15]=2)=[CH:19][CH:20]=1)([CH3:27])([CH3:26])[CH3:25].[BH3:5], predict the reactants needed to synthesize it. The reactants are: [Cl-].[Ce+3].[Cl-].[Cl-].[BH4-:5].[Na+].[C:7]([C:11]1[CH:16]=[CH:15][C:14]([PH:17](=O)[C:18]2[CH:23]=[CH:22][C:21]([C:24]([CH3:27])([CH3:26])[CH3:25])=[CH:20][CH:19]=2)=[CH:13][CH:12]=1)([CH3:10])([CH3:9])[CH3:8].[H-].[Al+3].[Li+].[H-].[H-].[H-].Cl. (2) Given the product [NH2:8][C:13]1[CH:14]=[CH:15][C:16]([C:19]2[CH2:20][C:21]([C:22]([F:23])([F:24])[F:25])([OH:26])[O:3][N:2]=2)=[CH:17][CH:18]=1, predict the reactants needed to synthesize it. The reactants are: Cl.[NH2:2][OH:3].[OH-].[Na+].CC1[N:8]([C:13]2[CH:18]=[CH:17][C:16]([C:19](=O)[CH2:20][C:21](=[O:26])[C:22]([F:25])([F:24])[F:23])=[CH:15][CH:14]=2)C(C)=CC=1.